From a dataset of Reaction yield outcomes from USPTO patents with 853,638 reactions. Predict the reaction yield, written as a fraction of the theoretical maximum amount of product (1.0 means a 100% yield; for example, 0.34 means a 34% yield). (1) The reactants are CO[C:3]([C:5]1([C:9]#[N:10])[CH2:8][CH2:7][CH2:6]1)=[O:4].CO.[CH2:13]([NH2:16])[CH2:14][NH2:15].Cl. The catalyst is O. The product is [NH2:15][CH2:14][CH2:13][NH:16][C:3]([C:5]1([C:9]#[N:10])[CH2:8][CH2:7][CH2:6]1)=[O:4]. The yield is 0.605. (2) The yield is 0.577. The product is [Cl:15][C:10]1[CH:9]=[C:8]([CH3:11])[N:7]=[C:6]2[C:2]([CH3:1])=[N:3][O:4][C:5]=12. The reactants are [CH3:1][C:2]1[C:6]2=[N+:7]([O-])[C:8]([CH3:11])=[CH:9][CH:10]=[C:5]2[O:4][N:3]=1.O=P(Cl)(Cl)[Cl:15].C([O-])(O)=O.[Na+]. The catalyst is C(Cl)(Cl)Cl. (3) The product is [CH3:15][N:12]1[C:13](=[O:14])[C:8]([C:34]2[CH:33]=[N:32][CH:37]=[CH:36][CH:35]=2)=[C:9]2[C:18](=[O:19])[N:17]([CH2:20][CH2:21][C:22]3[N:26]([CH3:27])[C:25]4[CH:28]=[CH:29][CH:30]=[CH:31][C:24]=4[N:23]=3)[CH2:16][C:10]2=[CH:11]1. The catalyst is CN(C=O)C.[Pd](Cl)Cl.C1(P(C2C=CC=CC=2)C2C=CC=CC=2)C=CC=CC=1.C1(P(C2C=CC=CC=2)C2C=CC=CC=2)C=CC=CC=1.C(Cl)Cl. The reactants are C([O-])([O-])=O.[K+].[K+].Cl[C:8]1[C:13](=[O:14])[N:12]([CH3:15])[CH:11]=[C:10]2[CH2:16][N:17]([CH2:20][CH2:21][C:22]3[N:26]([CH3:27])[C:25]4[CH:28]=[CH:29][CH:30]=[CH:31][C:24]=4[N:23]=3)[C:18](=[O:19])[C:9]=12.[N:32]1[CH:37]=[CH:36][CH:35]=[C:34](B(O)O)[CH:33]=1.O. The yield is 0.223. (4) The reactants are [CH3:1][NH:2][CH3:3].C([O-])(O)=O.[Na+].Br[CH2:10][C:11]([NH:13][C:14]1[CH:39]=[CH:38][C:17]([C:18]([NH:20][C:21]2[S:25][C:24]([NH:26][C:27]3[CH:32]=[CH:31][C:30]([O:33][CH3:34])=[CH:29][CH:28]=3)=[N:23][C:22]=2[C:35]([NH2:37])=[O:36])=[O:19])=[CH:16][CH:15]=1)=[O:12]. The catalyst is C1COCC1. The product is [CH3:1][N:2]([CH3:3])[CH2:10][C:11]([NH:13][C:14]1[CH:39]=[CH:38][C:17]([C:18]([NH:20][C:21]2[S:25][C:24]([NH:26][C:27]3[CH:32]=[CH:31][C:30]([O:33][CH3:34])=[CH:29][CH:28]=3)=[N:23][C:22]=2[C:35]([NH2:37])=[O:36])=[O:19])=[CH:16][CH:15]=1)=[O:12]. The yield is 0.230. (5) The reactants are CC1(C)[N:6]([C:7]([O:9][C:10]([CH3:13])([CH3:12])[CH3:11])=[O:8])[C@@H:5]([CH:14]=[CH2:15])[CH2:4][O:3]1.O.C1(C)C=CC(S(O)(=O)=O)=CC=1. The catalyst is CO.C([O-])(O)=O.[Na+]. The product is [OH:3][CH2:4][C@@H:5]([NH:6][C:7](=[O:8])[O:9][C:10]([CH3:13])([CH3:12])[CH3:11])[CH:14]=[CH2:15]. The yield is 0.760. (6) The reactants are Br[C:2]([C@:4]([C:28](=[O:35])[C:29]1[CH:34]=[CH:33][CH:32]=[CH:31][CH:30]=1)([C@@:6]([C:20](=[O:27])[C:21]1[CH:26]=[CH:25][CH:24]=[CH:23][CH:22]=1)([C@:8]([C:12](=[O:19])[C:13]1[CH:18]=[CH:17][CH:16]=[CH:15][CH:14]=1)([CH2:10][OH:11])[OH:9])[OH:7])[OH:5])=[O:3].O. The catalyst is CC(C)=O.C(=O)([O-])[O-].[Ag+2]. The product is [C:28]([C@@:4]([C@@:6]([C:20](=[O:27])[C:21]1[CH:22]=[CH:23][CH:24]=[CH:25][CH:26]=1)([C@:8]([C:12](=[O:19])[C:13]1[CH:14]=[CH:15][CH:16]=[CH:17][CH:18]=1)([CH2:10][OH:11])[OH:9])[OH:7])([OH:5])[CH:2]=[O:3])(=[O:35])[C:29]1[CH:30]=[CH:31][CH:32]=[CH:33][CH:34]=1. The yield is 0.740. (7) The reactants are [C:1]1([CH2:7][CH2:8][OH:9])[CH:6]=[CH:5][CH:4]=[CH:3][CH:2]=1.[CH2:10]([NH2:17])[C:11]1[CH:16]=[CH:15][CH:14]=[CH:13][CH:12]=1. The catalyst is [H+].[B-](F)(F)(F)F.[Cl-].C([N+]1C=CN(C(C)C)C=1)(C)C.C(O[K])(C)(C)C.C1(C)C=CC=CC=1. The product is [CH2:10]([NH:17][C:8](=[O:9])[CH2:7][C:1]1[CH:6]=[CH:5][CH:4]=[CH:3][CH:2]=1)[C:11]1[CH:16]=[CH:15][CH:14]=[CH:13][CH:12]=1. The yield is 0.930.